The task is: Predict the reaction yield, written as a fraction of the theoretical maximum amount of product (1.0 means a 100% yield; for example, 0.34 means a 34% yield).. This data is from Reaction yield outcomes from USPTO patents with 853,638 reactions. (1) The reactants are [NH2:1][C:2]1[CH:7]=[CH:6][C:5]([S:8][CH2:9][C:10]2[CH:15]=[CH:14][CH:13]=[CH:12][CH:11]=2)=[CH:4][C:3]=1/[CH:16]=[CH:17]/[C:18]([O:20][CH2:21][CH3:22])=[O:19].[Br:23][C:24]1[CH:29]=[C:28]([O:30][CH3:31])[C:27](I)=[CH:26][C:25]=1[F:33].C([O-])([O-])=O.[Cs+].[Cs+].CC1(C)C2C(=C(P(C3C=CC=CC=3)C3C=CC=CC=3)C=CC=2)OC2C(P(C3C=CC=CC=3)C3C=CC=CC=3)=CC=CC1=2. The catalyst is C1(C)C=CC=CC=1.ClCCl.C1C=CC(/C=C/C(/C=C/C2C=CC=CC=2)=O)=CC=1.C1C=CC(/C=C/C(/C=C/C2C=CC=CC=2)=O)=CC=1.C1C=CC(/C=C/C(/C=C/C2C=CC=CC=2)=O)=CC=1.[Pd].[Pd]. The product is [CH2:9]([S:8][C:5]1[CH:6]=[CH:7][C:2]([NH:1][C:27]2[CH:26]=[C:25]([F:33])[C:24]([Br:23])=[CH:29][C:28]=2[O:30][CH3:31])=[C:3](/[CH:16]=[CH:17]/[C:18]([O:20][CH2:21][CH3:22])=[O:19])[CH:4]=1)[C:10]1[CH:15]=[CH:14][CH:13]=[CH:12][CH:11]=1. The yield is 0.710. (2) The reactants are [CH:1]1([N:5]([CH2:19][CH2:20][CH2:21][C:22]2[C:30]3[C:25](=[C:26]([F:32])[CH:27]=[C:28]([F:31])[CH:29]=3)[NH:24][CH:23]=2)[CH:6]2[CH2:15][C:14]3[C:13]([C:16](O)=[O:17])=[CH:12][CH:11]=[CH:10][C:9]=3[O:8][CH2:7]2)[CH2:4][CH2:3][CH2:2]1.CN.O[N:36]1[C:40]2C=CC=CC=2N=N1.Cl.CN(C)CCCN=C=NCC. The catalyst is O1CCCC1.C(OCC)(=O)C. The product is [CH:1]1([N:5]([CH2:19][CH2:20][CH2:21][C:22]2[C:30]3[C:25](=[C:26]([F:32])[CH:27]=[C:28]([F:31])[CH:29]=3)[NH:24][CH:23]=2)[CH:6]2[CH2:15][C:14]3[C:13]([C:16]([NH:36][CH3:40])=[O:17])=[CH:12][CH:11]=[CH:10][C:9]=3[O:8][CH2:7]2)[CH2:2][CH2:3][CH2:4]1. The yield is 0.620. (3) The reactants are [CH3:1][C:2]1[CH:7]=[CH:6][C:5]([C:8]2[CH:13]=[CH:12][C:11]([CH2:14][NH:15][C:16]([C:18]3[N:19]([CH2:42][CH2:43][C:44]([O:46]C)=[O:45])[CH:20]=[C:21]([NH:23][C:24]([C:26]4[C:27]([C:32]5[CH:37]=[CH:36][C:35]([C:38]([F:41])([F:40])[F:39])=[CH:34][CH:33]=5)=[CH:28][CH:29]=[CH:30][CH:31]=4)=[O:25])[CH:22]=3)=[O:17])=[CH:10][CH:9]=2)=[CH:4][CH:3]=1.[OH-].[Na+].ClCCl.C(O)C. The catalyst is CO. The product is [CH3:1][C:2]1[CH:3]=[CH:4][C:5]([C:8]2[CH:13]=[CH:12][C:11]([CH2:14][NH:15][C:16]([C:18]3[N:19]([CH2:42][CH2:43][C:44]([OH:46])=[O:45])[CH:20]=[C:21]([NH:23][C:24]([C:26]4[C:27]([C:32]5[CH:33]=[CH:34][C:35]([C:38]([F:39])([F:40])[F:41])=[CH:36][CH:37]=5)=[CH:28][CH:29]=[CH:30][CH:31]=4)=[O:25])[CH:22]=3)=[O:17])=[CH:10][CH:9]=2)=[CH:6][CH:7]=1. The yield is 0.620.